Predict the product of the given reaction. From a dataset of Forward reaction prediction with 1.9M reactions from USPTO patents (1976-2016). (1) The product is: [CH3:1][O:2][C:3]([NH:4][CH:5]([CH:6]([CH3:8])[CH3:7])[C:9]([N:11]1[CH2:15][CH2:14][CH2:13][CH:12]1[C:16]1[NH:17][C:18]([C:21]2[CH:22]=[C:23]3[C:32]([C:31]4[CH:30]=[CH:29][C:28]([C:42](=[O:44])[CH2:43][O:77][C:76]([CH:75]5[CH:74]6[CH2:79][CH:71]([CH2:72][CH2:73]6)[N:70]5[C:68]([O:67][C:63]([CH3:66])([CH3:64])[CH3:65])=[O:69])=[O:78])=[CH:27][C:26]=4[CH2:25][CH2:24]3)=[CH:33][CH:34]=2)=[CH:19][N:20]=1)=[O:10])=[O:36]. Given the reactants [CH3:1][O:2][C:3](=[O:36])[NH:4][CH:5]([C:9]([N:11]1[CH2:15][CH2:14][CH2:13][CH:12]1[C:16]1[NH:17][C:18]([C:21]2[CH:34]=[CH:33][C:32]3[C:31]4[C:26](=[CH:27][C:28](Br)=[CH:29][CH:30]=4)[CH2:25][CH2:24][C:23]=3[CH:22]=2)=[CH:19][N:20]=1)=[O:10])[CH:6]([CH3:8])[CH3:7].C([Sn](CCCC)(CCCC)[C:42]([O:44]CC)=[CH2:43])CCC.C1C(=O)N(Br)C(=O)C1.[C:63]([O:67][C:68]([N:70]1[CH:75]([C:76]([OH:78])=[O:77])[CH:74]2[CH2:79][CH:71]1[CH2:72][CH2:73]2)=[O:69])([CH3:66])([CH3:65])[CH3:64].CCN(C(C)C)C(C)C, predict the reaction product. (2) Given the reactants FC1C=C(F)C=CC=1C1C=C(CN2C(=O)C3=CC=CC=C3C2=O)C(=O)N(CC(C)C)N=1.[C:32]([C:35]1[C:36](=[O:58])[N:37]([CH2:49][CH2:50][C:51]2[CH:56]=[CH:55][C:54]([Cl:57])=[CH:53][CH:52]=2)[N:38]=[C:39]([C:41]2[CH:46]=[CH:45][C:44]([F:47])=[C:43]([CH3:48])[CH:42]=2)[CH:40]=1)(O)=[O:33], predict the reaction product. The product is: [Cl:57][C:54]1[CH:55]=[CH:56][C:51]([CH2:50][CH2:49][N:37]2[C:36](=[O:58])[C:35]([CH2:32][OH:33])=[CH:40][C:39]([C:41]3[CH:46]=[CH:45][C:44]([F:47])=[C:43]([CH3:48])[CH:42]=3)=[N:38]2)=[CH:52][CH:53]=1. (3) Given the reactants [H-].[Na+].[C:3]1([CH:9]2[C:18]3[C:13](=[CH:14][CH:15]=[CH:16][CH:17]=3)[NH:12][C:11](=[O:19])[CH2:10]2)[CH:8]=[CH:7][CH:6]=[CH:5][CH:4]=1.[CH3:20]I, predict the reaction product. The product is: [CH3:20][N:12]1[C:13]2[C:18](=[CH:17][CH:16]=[CH:15][CH:14]=2)[CH:9]([C:3]2[CH:4]=[CH:5][CH:6]=[CH:7][CH:8]=2)[CH2:10][C:11]1=[O:19]. (4) Given the reactants [OH:1][CH2:2][CH2:3][CH2:4][CH2:5][CH2:6][CH2:7][CH2:8][CH2:9][CH2:10][O:11][C:12]1[CH:17]=[CH:16][N+:15]([O-])=[C:14]([CH3:19])[C:13]=1[CH3:20].[C:21]([O:24]C(=O)C)(=[O:23])[CH3:22], predict the reaction product. The product is: [OH:1][CH2:2][CH2:3][CH2:4][CH2:5][CH2:6][CH2:7][CH2:8][CH2:9][CH2:10][O:11][C:12]1[CH:17]=[CH:16][N:15]=[C:14]([CH2:19][O:24][C:21](=[O:23])[CH3:22])[C:13]=1[CH3:20]. (5) Given the reactants [Br:1][C:2]1[CH:3]=[CH:4][C:5]([NH:8][CH2:9][C@@H:10]2[CH2:15][CH2:14][C@H:13]([CH3:16])[CH2:12][N:11]2C(OC(C)(C)C)=O)=[N:6][CH:7]=1.C(O)(C(F)(F)F)=O, predict the reaction product. The product is: [Br:1][C:2]1[CH:3]=[CH:4][C:5]([NH:8][CH2:9][C@@H:10]2[CH2:15][CH2:14][C@H:13]([CH3:16])[CH2:12][NH:11]2)=[N:6][CH:7]=1. (6) Given the reactants Br[C:2]1[CH:8]=[CH:7][C:5]([NH2:6])=[C:4]([N+:9]([O-:11])=[O:10])[C:3]=1[O:12][CH2:13][CH:14]1[CH2:16][CH2:15]1.[CH3:17][N:18]1[CH:23]=[C:22](B2OC(C)(C)C(C)(C)O2)[C:21]2[CH:33]=[CH:34][N:35]([S:36]([C:39]3[CH:44]=[CH:43][C:42]([CH3:45])=[CH:41][CH:40]=3)(=[O:38])=[O:37])[C:20]=2[C:19]1=[O:46], predict the reaction product. The product is: [NH2:6][C:5]1[CH:7]=[CH:8][C:2]([C:22]2[C:21]3[CH:33]=[CH:34][N:35]([S:36]([C:39]4[CH:44]=[CH:43][C:42]([CH3:45])=[CH:41][CH:40]=4)(=[O:38])=[O:37])[C:20]=3[C:19](=[O:46])[N:18]([CH3:17])[CH:23]=2)=[C:3]([O:12][CH2:13][CH:14]2[CH2:16][CH2:15]2)[C:4]=1[N+:9]([O-:11])=[O:10]. (7) Given the reactants O.ON1C2C=CC=CC=2N=N1.[C:12]([N:31]1[CH:35]=[C:34]([C:36]([OH:38])=O)[N:33]=[CH:32]1)([C:25]1[CH:30]=[CH:29][CH:28]=[CH:27][CH:26]=1)([C:19]1[CH:24]=[CH:23][CH:22]=[CH:21][CH:20]=1)[C:13]1[CH:18]=[CH:17][CH:16]=[CH:15][CH:14]=1.Cl.CN(C)CCCN=C=NCC.Cl.[NH2:52][CH2:53][C:54]1[CH:79]=[CH:78][C:57]([CH2:58][O:59][C:60]2[CH:65]=[CH:64][C:63]([C:66](=[O:72])[CH2:67][C:68]([CH3:71])([CH3:70])[CH3:69])=[C:62]([OH:73])[C:61]=2[C:74]([F:77])([F:76])[F:75])=[CH:56][CH:55]=1.C(N(CC)CC)C, predict the reaction product. The product is: [CH3:69][C:68]([CH3:71])([CH3:70])[CH2:67][C:66]([C:63]1[CH:64]=[CH:65][C:60]([O:59][CH2:58][C:57]2[CH:78]=[CH:79][C:54]([CH2:53][NH:52][C:36]([C:34]3[N:33]=[CH:32][N:31]([C:12]([C:19]4[CH:24]=[CH:23][CH:22]=[CH:21][CH:20]=4)([C:25]4[CH:30]=[CH:29][CH:28]=[CH:27][CH:26]=4)[C:13]4[CH:14]=[CH:15][CH:16]=[CH:17][CH:18]=4)[CH:35]=3)=[O:38])=[CH:55][CH:56]=2)=[C:61]([C:74]([F:75])([F:76])[F:77])[C:62]=1[OH:73])=[O:72].